This data is from Forward reaction prediction with 1.9M reactions from USPTO patents (1976-2016). The task is: Predict the product of the given reaction. (1) The product is: [Cl:14][C:15]1[S:19][C:18]([S:20]([NH:6][C@H:5]([C:7]([OH:9])=[O:8])[CH2:4][CH2:3][C:2]([F:10])([F:11])[F:1])(=[O:22])=[O:21])=[CH:17][CH:16]=1. Given the reactants [F:1][C:2]([F:11])([F:10])[CH2:3][CH2:4][C@@H:5]([C:7]([OH:9])=[O:8])[NH2:6].[OH-].[Na+].[Cl:14][C:15]1[S:19][C:18]([S:20](Cl)(=[O:22])=[O:21])=[CH:17][CH:16]=1, predict the reaction product. (2) Given the reactants [C:1](Cl)(=[O:4])[CH:2]=[CH2:3].[NH2:6][C:7]1[CH:12]=[C:11]([NH:13][C:14]2[N:19]=[C:18]([C:20]3[C:28]4[C:23](=[CH:24][CH:25]=[CH:26][CH:27]=4)[N:22]([CH3:29])[CH:21]=3)[CH:17]=[CH:16][N:15]=2)[C:10]([O:30][CH3:31])=[CH:9][C:8]=1[N:32]([CH3:44])[CH2:33][CH2:34][N:35]([CH3:43])[C:36](=[O:42])[O:37][C:38]([CH3:41])([CH3:40])[CH3:39].CCN(C(C)C)C(C)C, predict the reaction product. The product is: [CH3:31][O:30][C:10]1[C:11]([NH:13][C:14]2[N:19]=[C:18]([C:20]3[C:28]4[C:23](=[CH:24][CH:25]=[CH:26][CH:27]=4)[N:22]([CH3:29])[CH:21]=3)[CH:17]=[CH:16][N:15]=2)=[CH:12][C:7]([NH:6][C:1](=[O:4])[CH:2]=[CH2:3])=[C:8]([N:32]([CH3:44])[CH2:33][CH2:34][N:35]([CH3:43])[C:36](=[O:42])[O:37][C:38]([CH3:41])([CH3:39])[CH3:40])[CH:9]=1. (3) Given the reactants [N:1]1([CH2:8][CH2:9][O:10][C:11]2[CH:38]=[CH:37][C:14]([C:15]([C:17]3[C:26]4[C:21](=[CH:22][C:23]([O:27][CH3:28])=[CH:24][CH:25]=4)[CH:20]=[CH:19][C:18]=3OS(C(F)(F)F)(=O)=O)=[O:16])=[CH:13][CH:12]=2)[CH2:7][CH2:6][CH2:5][CH2:4][CH2:3][CH2:2]1.[F:39][C:40]1[CH:45]=[C:44]([F:46])[CH:43]=[CH:42][C:41]=1B(O)O.FC1C=C(F)C=CC=1C1C=CC2C(=CC=C(OC)C=2)C=1C(C1C=CC(OCCN2CCCCC2)=CC=1)=O, predict the reaction product. The product is: [N:1]1([CH2:8][CH2:9][O:10][C:11]2[CH:12]=[CH:13][C:14]([C:15]([C:17]3[C:26]4[C:21](=[CH:22][C:23]([O:27][CH3:28])=[CH:24][CH:25]=4)[CH:20]=[CH:19][C:18]=3[C:41]3[CH:42]=[CH:43][C:44]([F:46])=[CH:45][C:40]=3[F:39])=[O:16])=[CH:37][CH:38]=2)[CH2:7][CH2:6][CH2:5][CH2:4][CH2:3][CH2:2]1. (4) Given the reactants [CH3:1][C:2]1([CH3:21])[C:5](=[O:6])[N:4]([CH:7]2[CH:14]3[CH2:15][C:10]4([C:17]([O:19][CH3:20])=[O:18])[CH2:11][CH:12]([CH2:16][CH:8]2[CH2:9]4)[CH2:13]3)[NH:3]1.[F:22][C:23]1[CH:30]=[CH:29][C:26]([CH2:27]Br)=[CH:25][CH:24]=1, predict the reaction product. The product is: [F:22][C:23]1[CH:30]=[CH:29][C:26]([CH2:27][N:3]2[C:2]([CH3:21])([CH3:1])[C:5](=[O:6])[N:4]2[CH:7]2[CH:8]3[CH2:9][C:10]4([C:17]([O:19][CH3:20])=[O:18])[CH2:11][CH:12]([CH2:13][CH:14]2[CH2:15]4)[CH2:16]3)=[CH:25][CH:24]=1. (5) Given the reactants [CH3:1][C:2]1[C:11]2[C:6](=[CH:7][C:8]([C:12]([F:15])([F:14])[F:13])=[CH:9][CH:10]=2)[NH:5][C:4](=[O:16])[C:3]=1[C:17]([O-:19])=[O:18].C([O-])([O-])=O.[K+].[K+].Br[CH2:27][CH2:28][CH2:29][CH3:30].[CH3:31][CH2:32]OC(C)=O.CCCCCC, predict the reaction product. The product is: [CH2:27]([N:5]1[C:6]2[C:11](=[CH:10][CH:9]=[C:8]([C:12]([F:14])([F:15])[F:13])[CH:7]=2)[C:2]([CH3:1])=[C:3]([C:17]([O:19][CH2:31][CH3:32])=[O:18])[C:4]1=[O:16])[CH2:28][CH2:29][CH3:30]. (6) Given the reactants [F:1][CH2:2][CH2:3][O:4][CH:5]1[C:10](=O)[CH2:9][CH2:8][N:7]([C:12]([O:14][C:15]([CH3:18])([CH3:17])[CH3:16])=[O:13])[CH2:6]1.[CH2:19]([NH2:26])[C:20]1[CH:25]=[CH:24][CH:23]=[CH:22][CH:21]=1.C(O[BH-](OC(=O)C)OC(=O)C)(=O)C.[Na+], predict the reaction product. The product is: [CH2:19]([NH:26][C@H:10]1[CH2:9][CH2:8][N:7]([C:12]([O:14][C:15]([CH3:18])([CH3:17])[CH3:16])=[O:13])[CH2:6][C@H:5]1[O:4][CH2:3][CH2:2][F:1])[C:20]1[CH:25]=[CH:24][CH:23]=[CH:22][CH:21]=1.